From a dataset of Retrosynthesis with 50K atom-mapped reactions and 10 reaction types from USPTO. Predict the reactants needed to synthesize the given product. (1) Given the product Nc1ccc(OCCCNC(=O)COCc2ccc(F)cc2)cc1, predict the reactants needed to synthesize it. The reactants are: O=C(COCc1ccc(F)cc1)NCCCOc1ccc([N+](=O)[O-])cc1. (2) Given the product CN1CCC(C(=O)c2cccc(Br)n2)CC1, predict the reactants needed to synthesize it. The reactants are: Brc1cccc(Br)n1.CON(C)C(=O)C1CCN(C)CC1. (3) Given the product CC(C)C#Cc1cc(N(C(=O)[C@H]2CC[C@H](C)CC2)C2CCN(C(=O)CCCCCNC(=O)OC(C)(C)C)CC2)c(C(=O)O)s1, predict the reactants needed to synthesize it. The reactants are: COC(=O)c1sc(C#CC(C)C)cc1N(C(=O)[C@H]1CC[C@H](C)CC1)C1CCN(C(=O)CCCCCNC(=O)OC(C)(C)C)CC1. (4) The reactants are: CC1(C)OCC(Cn2cc([N+](=O)[O-])cn2)O1. Given the product CC1(C)OCC(Cn2cc(N)cn2)O1, predict the reactants needed to synthesize it. (5) Given the product OCc1ccncc1I, predict the reactants needed to synthesize it. The reactants are: O=C(O)c1ccncc1I. (6) The reactants are: COC(=O)c1ccc2c(c1)NC(c1cccc(N3CCOCC3)c1)CC2(C)C. Given the product CC1(C)CC(c2cccc(N3CCOCC3)c2)Nc2cc(C(=O)O)ccc21, predict the reactants needed to synthesize it. (7) Given the product CC(C)(C)OC(=O)N1CCN(c2nc(-c3ccc(F)cc3)cs2)CC1, predict the reactants needed to synthesize it. The reactants are: CC(C)(C)OC(=O)N1CCNCC1.Fc1ccc(-c2csc(Br)n2)cc1.